Task: Predict the reactants needed to synthesize the given product.. Dataset: Full USPTO retrosynthesis dataset with 1.9M reactions from patents (1976-2016) (1) Given the product [F:24][C:25]1[CH:32]=[CH:31][C:28]([CH2:29][N:6]2[CH2:7][CH:3]([CH3:2])[CH:4]([C:8]3[NH:13][C:12](=[O:14])[C:11]4=[CH:15][N:16]=[C:17]([CH:18]5[CH2:23][CH2:22][O:21][CH2:20][CH2:19]5)[N:10]4[N:9]=3)[CH2:5]2)=[CH:27][CH:26]=1, predict the reactants needed to synthesize it. The reactants are: Cl.[CH3:2][CH:3]1[CH2:7][NH:6][CH2:5][CH:4]1[C:8]1[NH:13][C:12](=[O:14])[C:11]2=[CH:15][N:16]=[C:17]([CH:18]3[CH2:23][CH2:22][O:21][CH2:20][CH2:19]3)[N:10]2[N:9]=1.[F:24][C:25]1[CH:32]=[CH:31][C:28]([CH:29]=O)=[CH:27][CH:26]=1.[BH3-]C#N.[Na+]. (2) Given the product [C:17]([C:2]1[C:15]2[CH:14]=[C:13]3[C:8]([CH:9]=[CH:10][CH:11]=[N:12]3)=[CH:7][C:6]=2[CH:5]=[CH:4][CH:3]=1)#[N:18], predict the reactants needed to synthesize it. The reactants are: Cl[C:2]1[C:15]2[CH:14]=[C:13]3[C:8]([CH:9]=[CH:10][CH:11]=[N:12]3)=[CH:7][C:6]=2[CH:5]=[CH:4][CH:3]=1.N.[CH3:17][N:18](C)C(=O)C. (3) Given the product [CH3:27][O:19][C:18](=[O:20])[CH2:17][CH2:16][C:13]1[CH:12]=[CH:11][C:10]2[C:15](=[C:2]([CH3:1])[C:3]3[C:8]([N:9]=2)=[CH:7][CH:6]=[CH:5][CH:4]=3)[CH:14]=1, predict the reactants needed to synthesize it. The reactants are: [CH3:1][C:2]1[C:3]2[C:8]([N:9]=[C:10]3[C:15]=1[CH:14]=[C:13]([CH2:16][CH2:17][C:18]([OH:20])=[O:19])[CH:12]=[CH:11]3)=[CH:7][CH:6]=[CH:5][CH:4]=2.OS(O)(=O)=O.O.[CH3:27]O. (4) Given the product [CH3:3][Si:2]([O:9][P:7]([O:10][P:11]([O:14][Si:2]([CH3:5])([CH3:4])[CH3:3])([O:13][Si:2]([CH3:5])([CH3:4])[CH3:3])=[O:12])(=[O:8])[O:6][Si:2]([CH3:5])([CH3:4])[CH3:3])([CH3:5])[CH3:4], predict the reactants needed to synthesize it. The reactants are: Cl[Si:2]([CH3:5])([CH3:4])[CH3:3].[O-:6][P:7]([O:10][P:11]([O-:14])([O-:13])=[O:12])(=[O:9])[O-:8].[K+].[K+].[K+].[K+]. (5) Given the product [C:1]([N:4]1[C:12]2[C:7](=[CH:8][C:9]([Cl:13])=[CH:10][CH:11]=2)[C:6]([OH:14])=[CH:5]1)(=[O:3])[CH3:2], predict the reactants needed to synthesize it. The reactants are: [C:1]([N:4]1[C:12]2[C:7](=[CH:8][C:9]([Cl:13])=[CH:10][CH:11]=2)[C:6]([O:14]C(=O)C)=[CH:5]1)(=[O:3])[CH3:2].S([O-])([O-])=O.[Na+].[Na+]. (6) Given the product [Br:1][CH2:2][CH2:3][CH2:4][CH2:5][C:6]1[C:7](=[O:8])[C:9]2[C:10](=[CH:11][C:12]([O:17][CH3:18])=[C:13]([O:15][CH3:16])[CH:14]=2)[O:19][CH:20]=1, predict the reactants needed to synthesize it. The reactants are: [Br:1][CH2:2][CH2:3][CH2:4][CH2:5][CH2:6][C:7]([C:9]1[CH:14]=[C:13]([O:15][CH3:16])[C:12]([O:17][CH3:18])=[CH:11][C:10]=1[OH:19])=[O:8].[CH3:20]CCCCCC. (7) Given the product [C:28]([N:25]1[CH2:26][CH2:27][CH:22]([C:16]2[N:15]=[C:14]([C:11]3[CH:10]=[CH:9][C:8]([O:1][C:2]4[CH:3]=[CH:4][CH:5]=[CH:6][CH:7]=4)=[CH:13][CH:12]=3)[C:19]([C:20]#[N:21])=[CH:18][CH:17]=2)[CH2:23][CH2:24]1)(=[O:31])[CH:29]=[CH2:30], predict the reactants needed to synthesize it. The reactants are: [O:1]([C:8]1[CH:13]=[CH:12][C:11]([C:14]2[C:19]([C:20]#[N:21])=[CH:18][CH:17]=[C:16]([CH:22]3[CH2:27][CH2:26][NH:25][CH2:24][CH2:23]3)[N:15]=2)=[CH:10][CH:9]=1)[C:2]1[CH:7]=[CH:6][CH:5]=[CH:4][CH:3]=1.[C:28](Cl)(=[O:31])[CH:29]=[CH2:30].